Dataset: Forward reaction prediction with 1.9M reactions from USPTO patents (1976-2016). Task: Predict the product of the given reaction. Given the reactants Cl[C:2]1[N:7]=[C:6]([C:8]2[N:12]3[CH:13]=[CH:14][CH:15]=[CH:16][C:11]3=[N:10][C:9]=2[C:17]2[CH:18]=[CH:19][C:20]([O:34][CH3:35])=[C:21]([CH:33]=2)[C:22]([NH:24][C:25]2[C:30]([F:31])=[CH:29][CH:28]=[CH:27][C:26]=2[F:32])=[O:23])[CH:5]=[CH:4][N:3]=1.[CH3:36][O:37][C:38]1[CH:44]=[C:43]([CH2:45][CH2:46][CH2:47][N:48]2[CH2:53][CH2:52][N:51]([CH3:54])[CH2:50][CH2:49]2)[CH:42]=[CH:41][C:39]=1[NH2:40].C1(C)C=CC(S(O)(=O)=O)=CC=1.C[O-].[Na+], predict the reaction product. The product is: [F:32][C:26]1[CH:27]=[CH:28][CH:29]=[C:30]([F:31])[C:25]=1[NH:24][C:22](=[O:23])[C:21]1[CH:33]=[C:17]([C:9]2[N:10]=[C:11]3[CH:16]=[CH:15][CH:14]=[CH:13][N:12]3[C:8]=2[C:6]2[CH:5]=[CH:4][N:3]=[C:2]([NH:40][C:39]3[CH:41]=[CH:42][C:43]([CH2:45][CH2:46][CH2:47][N:48]4[CH2:49][CH2:50][N:51]([CH3:54])[CH2:52][CH2:53]4)=[CH:44][C:38]=3[O:37][CH3:36])[N:7]=2)[CH:18]=[CH:19][C:20]=1[O:34][CH3:35].